Dataset: Catalyst prediction with 721,799 reactions and 888 catalyst types from USPTO. Task: Predict which catalyst facilitates the given reaction. (1) Reactant: [C:1]([O:5][C:6](=[O:37])[CH2:7][O:8][C:9]1[C:14]2[CH2:15][CH2:16][CH2:17][CH2:18][CH:19]([NH:20][S:21]([C:24]3[CH:29]=[C:28]([C:30]([F:33])([F:32])[F:31])[CH:27]=[C:26]([C:34]([CH3:36])=[CH2:35])[CH:25]=3)(=[O:23])=[O:22])[C:13]=2[CH:12]=[CH:11][CH:10]=1)([CH3:4])([CH3:3])[CH3:2]. Product: [C:1]([O:5][C:6](=[O:37])[CH2:7][O:8][C:9]1[C:14]2[CH2:15][CH2:16][CH2:17][CH2:18][CH:19]([NH:20][S:21]([C:24]3[CH:29]=[C:28]([C:30]([F:31])([F:32])[F:33])[CH:27]=[C:26]([CH:34]([CH3:35])[CH3:36])[CH:25]=3)(=[O:23])=[O:22])[C:13]=2[CH:12]=[CH:11][CH:10]=1)([CH3:4])([CH3:3])[CH3:2]. The catalyst class is: 19. (2) Reactant: FC(F)(F)S(O[C:7]1[CH:8]=[C:9]2[C@@:20]3([CH2:24][O:23][C:22]([NH2:25])=[N:21]3)[C:19]3[C:14](=[N:15][CH:16]=[C:17]([C:26]4[CH2:27][CH2:28][O:29][CH2:30][CH:31]=4)[CH:18]=3)[O:13][C:10]2=[CH:11][CH:12]=1)(=O)=O.[Cl:34][C:35]1[CH:36]=[CH:37][C:38]([F:44])=[C:39](B(O)O)[CH:40]=1.CN(C=O)C.C(=O)([O-])[O-].[K+].[K+]. Product: [Cl:34][C:35]1[CH:40]=[CH:39][C:38]([F:44])=[C:37]([C:7]2[CH:8]=[C:9]3[C@@:20]4([CH2:24][O:23][C:22]([NH2:25])=[N:21]4)[C:19]4[C:14](=[N:15][CH:16]=[C:17]([C:26]5[CH2:27][CH2:28][O:29][CH2:30][CH:31]=5)[CH:18]=4)[O:13][C:10]3=[CH:11][CH:12]=2)[CH:36]=1. The catalyst class is: 535. (3) Reactant: [Cl:1][C:2]1[C:3]([NH:26][C:27]2[CH:32]=[CH:31][CH:30]=[CH:29][C:28]=2[S:33]([CH:36]([CH3:38])[CH3:37])(=[O:35])=[O:34])=[N:4][C:5]([NH:8][C:9]2[CH:14]=[C:13]([CH3:15])[C:12]([CH:16]3[CH2:21][CH2:20][NH:19][CH2:18][CH2:17]3)=[CH:11][C:10]=2[O:22][CH:23]([CH3:25])[CH3:24])=[N:6][CH:7]=1.Br[CH2:40][CH2:41][OH:42]. Product: [Cl:1][C:2]1[C:3]([NH:26][C:27]2[CH:32]=[CH:31][CH:30]=[CH:29][C:28]=2[S:33]([CH:36]([CH3:38])[CH3:37])(=[O:35])=[O:34])=[N:4][C:5]([NH:8][C:9]2[C:10]([O:22][CH:23]([CH3:25])[CH3:24])=[CH:11][C:12]([CH:16]3[CH2:21][CH2:20][N:19]([CH2:40][CH2:41][OH:42])[CH2:18][CH2:17]3)=[C:13]([CH3:15])[CH:14]=2)=[N:6][CH:7]=1. The catalyst class is: 39.